This data is from Forward reaction prediction with 1.9M reactions from USPTO patents (1976-2016). The task is: Predict the product of the given reaction. Given the reactants [C:1]([C:4]1[CH:5]=[CH:6][C:7]2[C:8]3[C:16]([C:17]4[CH:22]=[CH:21][CH:20]=[C:19]([NH2:23])[C:18]=4[CH3:24])=[N:15][N:14]=[C:13]([C:25]([NH2:27])=[O:26])[C:9]=3[NH:10][C:11]=2[CH:12]=1)(=[O:3])[CH3:2].[CH:28]([C:30]1[CH:38]=[CH:37][C:36]([O:39][CH3:40])=[CH:35][C:31]=1[C:32]([OH:34])=O)=[O:29].C(O[BH-](OC(=O)C)OC(=O)C)(=[O:43])C.[Na+].C(O)(=O)C, predict the reaction product. The product is: [C:1]([C:4]1[CH:5]=[CH:6][C:7]2[C:8]3[C:16]([C:17]4[C:18]([CH3:24])=[C:19]([NH:23][C:32]([C:31]5[CH:35]=[C:36]([O:39][CH3:40])[CH:37]=[CH:38][C:30]=5[C:28]([OH:29])=[O:43])=[O:34])[CH:20]=[CH:21][CH:22]=4)=[N:15][N:14]=[C:13]([C:25](=[O:26])[NH2:27])[C:9]=3[NH:10][C:11]=2[CH:12]=1)(=[O:3])[CH3:2].